This data is from Reaction yield outcomes from USPTO patents with 853,638 reactions. The task is: Predict the reaction yield, written as a fraction of the theoretical maximum amount of product (1.0 means a 100% yield; for example, 0.34 means a 34% yield). (1) The reactants are C(NC(C)C)(C)C.C([Li])CCC.[C:13]([O:16][C:17]([CH3:20])([CH3:19])[CH3:18])(=[O:15])[CH3:14].[CH3:21][S:22][C:23]1[N:28]=[C:27]([CH:29]=[O:30])[CH:26]=[CH:25][N:24]=1.[NH4+].[Cl-]. The catalyst is C1COCC1. The product is [C:17]([O:16][C:13](=[O:15])[CH2:14][CH:29]([OH:30])[C:27]1[CH:26]=[CH:25][N:24]=[C:23]([S:22][CH3:21])[N:28]=1)([CH3:20])([CH3:19])[CH3:18]. The yield is 0.820. (2) The reactants are [Br:1][C:2]1[C:7]([F:8])=[CH:6][C:5]([S:9](Cl)(=[O:11])=[O:10])=[C:4]([F:13])[CH:3]=1.[NH2:14][CH2:15][CH2:16][OH:17].C(N(CC)CC)C. The catalyst is C(Cl)Cl. The product is [Br:1][C:2]1[C:7]([F:8])=[CH:6][C:5]([S:9]([NH:14][CH2:15][CH2:16][OH:17])(=[O:11])=[O:10])=[C:4]([F:13])[CH:3]=1. The yield is 0.700.